From a dataset of Full USPTO retrosynthesis dataset with 1.9M reactions from patents (1976-2016). Predict the reactants needed to synthesize the given product. (1) Given the product [Cl:1][C:2]1[N:3]=[C:4]([N:10]([C:11]2[CH:16]=[CH:15][C:14]([N:17]3[CH:21]=[C:20]([CH3:22])[N:19]=[CH:18]3)=[C:13]([O:23][CH3:24])[CH:12]=2)[CH3:33])[N:5]=[C:6]([NH:27][CH3:25])[N:7]=1, predict the reactants needed to synthesize it. The reactants are: [Cl:1][C:2]1[N:7]=[C:6](OC)[N:5]=[C:4]([NH:10][C:11]2[CH:16]=[CH:15][C:14]([N:17]3[CH:21]=[C:20]([CH3:22])[N:19]=[CH:18]3)=[C:13]([O:23][CH3:24])[CH:12]=2)[N:3]=1.[CH2:25]([N:27](CC)CC)C.Cl[C:33]1N=C(Cl)N=C(N(C)C)N=1. (2) Given the product [CH2:22]([O:29][C:30]([N:32]1[CH2:36][CH2:35][CH2:34][CH:33]1[C:37]1[CH:42]=[CH:41][C:40]([C:9]2[CH:10]=[CH:11][C:12]([NH:15][C:16]([CH:18]3[CH2:19][CH2:20]3)=[O:17])=[CH:13][CH:14]=2)=[CH:39][CH:38]=1)=[O:31])[C:23]1[CH:24]=[CH:25][CH:26]=[CH:27][CH:28]=1, predict the reactants needed to synthesize it. The reactants are: CC1(C)C(C)(C)OB([C:9]2[CH:14]=[CH:13][C:12]([NH:15][C:16]([CH:18]3[CH2:20][CH2:19]3)=[O:17])=[CH:11][CH:10]=2)O1.[CH2:22]([O:29][C:30]([N:32]1[CH2:36][CH2:35][CH2:34][CH:33]1[C:37]1[CH:42]=[CH:41][C:40](Br)=[CH:39][CH:38]=1)=[O:31])[C:23]1[CH:28]=[CH:27][CH:26]=[CH:25][CH:24]=1.CN(C=O)C.